From a dataset of Reaction yield outcomes from USPTO patents with 853,638 reactions. Predict the reaction yield, written as a fraction of the theoretical maximum amount of product (1.0 means a 100% yield; for example, 0.34 means a 34% yield). (1) The reactants are [CH3:1][C:2]1[C:7]([CH3:8])=[CH:6][C:5]([CH3:9])=[CH:4][C:3]=1O.O[CH:12]([C:16]1[CH:21]=[CH:20][CH:19]=[CH:18][CH:17]=1)[C:13]([OH:15])=[O:14]. The catalyst is C(OCC)(=O)C.CCCCCC. The product is [C:16]1([CH:12]2[C:4]3[C:5]([CH3:9])=[CH:6][C:7]([CH3:8])=[C:2]([CH3:1])[C:3]=3[O:15][C:13]2=[O:14])[CH:21]=[CH:20][CH:19]=[CH:18][CH:17]=1. The yield is 0.370. (2) The reactants are [CH3:1][N:2]1[CH2:6][CH2:5][CH2:4][C@H:3]1[CH2:7][O:8][C:9]1[CH:21]=[CH:20][C:12]([C:13]([O:15][C:16]([CH3:19])([CH3:18])[CH3:17])=[O:14])=[C:11]([NH:22][CH:23]2[CH2:28][CH2:27][O:26][CH2:25][CH2:24]2)[CH:10]=1.[C:29](O[C:29]([C:31]([F:34])([F:33])[F:32])=[O:30])([C:31]([F:34])([F:33])[F:32])=[O:30]. The catalyst is C(Cl)Cl. The product is [CH3:1][N:2]1[CH2:6][CH2:5][CH2:4][C@H:3]1[CH2:7][O:8][C:9]1[CH:21]=[CH:20][C:12]([C:13]([O:15][C:16]([CH3:19])([CH3:17])[CH3:18])=[O:14])=[C:11]([N:22]([CH:23]2[CH2:28][CH2:27][O:26][CH2:25][CH2:24]2)[C:29](=[O:30])[C:31]([F:34])([F:33])[F:32])[CH:10]=1. The yield is 0.870. (3) The reactants are [CH2:1]([C@@H:3]1[N:8]([C:9]2[CH:10]=[N:11][C:12]([N+:15]([O-])=O)=[CH:13][CH:14]=2)[CH2:7][CH2:6][N:5]([C:18]([O:20][C:21]([CH3:24])([CH3:23])[CH3:22])=[O:19])[CH2:4]1)[CH3:2]. The catalyst is [Pd].CO. The product is [NH2:15][C:12]1[N:11]=[CH:10][C:9]([N:8]2[CH2:7][CH2:6][N:5]([C:18]([O:20][C:21]([CH3:23])([CH3:22])[CH3:24])=[O:19])[CH2:4][C@@H:3]2[CH2:1][CH3:2])=[CH:14][CH:13]=1. The yield is 0.890. (4) The reactants are [CH2:1]([N:4]1[C:12](=[O:13])[C:11]2[NH:10][C:9]([C:14]3[CH:15]=[N:16][C:17]([NH:20][CH2:21][C:22]4[CH:27]=[CH:26][CH:25]=[C:24]([C:28]([F:31])([F:30])[F:29])[CH:23]=4)=[CH:18][CH:19]=3)=[N:8][C:7]=2[NH:6][C:5]1=O)[CH2:2][CH3:3].O=P(Cl)(Cl)[Cl:35].[NH4+].[Cl-]. No catalyst specified. The product is [Cl:35][C:5]1[N:4]([CH2:1][CH2:2][CH3:3])[C:12](=[O:13])[C:11]2[NH:10][C:9]([C:14]3[CH:15]=[N:16][C:17]([NH:20][CH2:21][C:22]4[CH:27]=[CH:26][CH:25]=[C:24]([C:28]([F:31])([F:30])[F:29])[CH:23]=4)=[CH:18][CH:19]=3)=[N:8][C:7]=2[N:6]=1. The yield is 0.260. (5) The reactants are B.[CH2:2]([C:4]1[C:9](=[O:10])[N:8]2[N:11]=[CH:12][C:13]([C:14]3[CH:15]=[N:16][N:17]([C:19]4[CH:20]=[C:21]([CH:25]=[CH:26][N:27]=4)[C:22](O)=[O:23])[CH:18]=3)=[C:7]2[NH:6][C:5]=1[CH3:28])[CH3:3]. The catalyst is C1COCC1. The product is [CH2:2]([C:4]1[C:9](=[O:10])[N:8]2[N:11]=[CH:12][C:13]([C:14]3[CH:15]=[N:16][N:17]([C:19]4[CH:20]=[C:21]([CH2:22][OH:23])[CH:25]=[CH:26][N:27]=4)[CH:18]=3)=[C:7]2[NH:6][C:5]=1[CH3:28])[CH3:3]. The yield is 0.182.